This data is from Forward reaction prediction with 1.9M reactions from USPTO patents (1976-2016). The task is: Predict the product of the given reaction. (1) Given the reactants [CH3:1][O:2][C:3]1[CH:47]=[CH:46][C:6]([CH2:7][N:8]([CH2:37][C:38]2[CH:43]=[CH:42][C:41]([O:44][CH3:45])=[CH:40][CH:39]=2)[C:9]2[N:14]=[C:13]([CH3:15])[N:12]=[C:11]([C:16]3[C:17]([NH:22][C:23]4[CH:24]=[CH:25][C:26]([NH:29]C(=O)OC(C)(C)C)=[N:27][CH:28]=4)=[N:18][CH:19]=[CH:20][CH:21]=3)[N:10]=2)=[CH:5][CH:4]=1.C(O)(C(F)(F)F)=O, predict the reaction product. The product is: [CH3:1][O:2][C:3]1[CH:4]=[CH:5][C:6]([CH2:7][N:8]([CH2:37][C:38]2[CH:39]=[CH:40][C:41]([O:44][CH3:45])=[CH:42][CH:43]=2)[C:9]2[N:14]=[C:13]([CH3:15])[N:12]=[C:11]([C:16]3[C:17]([NH:22][C:23]4[CH:24]=[CH:25][C:26]([NH2:29])=[N:27][CH:28]=4)=[N:18][CH:19]=[CH:20][CH:21]=3)[N:10]=2)=[CH:46][CH:47]=1. (2) Given the reactants [Cl:1][C:2]1[CH:3]=[C:4]([C:9]2[CH:13]=[CH:12][NH:11][N:10]=2)[CH:5]=[CH:6][C:7]=1[Cl:8].C(=O)([O-])[O-].[Cs+].[Cs+].[CH2:20]([CH:22]1[O:24][CH2:23]1)Cl, predict the reaction product. The product is: [Cl:1][C:2]1[CH:3]=[C:4]([C:9]2[CH:13]=[CH:12][N:11]([CH2:20][CH:22]3[CH2:23][O:24]3)[N:10]=2)[CH:5]=[CH:6][C:7]=1[Cl:8].